From a dataset of Peptide-MHC class I binding affinity with 185,985 pairs from IEDB/IMGT. Regression. Given a peptide amino acid sequence and an MHC pseudo amino acid sequence, predict their binding affinity value. This is MHC class I binding data. (1) The peptide sequence is WESGAVLCV. The MHC is HLA-B57:01 with pseudo-sequence HLA-B57:01. The binding affinity (normalized) is 0.0847. (2) The peptide sequence is AEMLANIDL. The MHC is HLA-B44:02 with pseudo-sequence HLA-B44:02. The binding affinity (normalized) is 0.721.